Dataset: Catalyst prediction with 721,799 reactions and 888 catalyst types from USPTO. Task: Predict which catalyst facilitates the given reaction. (1) Reactant: [NH2:1][CH2:2][C@H:3]1[CH2:7][C@@H:6]([NH:8][S:9]([C:12]2[CH:17]=[C:16]([Br:18])[CH:15]=[CH:14][C:13]=2[Br:19])(=[O:11])=[O:10])[CH2:5][N:4]1[C:20](OC(C)(C)C)=O.[F:27][C:28]1[CH:36]=[CH:35][C:31]([C:32](Cl)=[O:33])=[CH:30][CH:29]=1.Cl.CC[N:40](C(C)C)C(C)C.N#CBr.C(O)C(N)(CO)CO. Product: [C:20]([N:4]1[CH2:5][C@H:6]([NH:8][S:9]([C:12]2[CH:17]=[C:16]([Br:18])[CH:15]=[CH:14][C:13]=2[Br:19])(=[O:10])=[O:11])[CH2:7][C@@H:3]1[CH2:2][NH:1][C:32](=[O:33])[C:31]1[CH:35]=[CH:36][C:28]([F:27])=[CH:29][CH:30]=1)#[N:40]. The catalyst class is: 135. (2) The catalyst class is: 15. Reactant: [CH3:1][C:2]1[C:7]2[C:8]([CH2:11][N:12]3[C:16]4[CH:17]=[CH:18][CH:19]=[CH:20][C:15]=4[N:14]=[C:13]3[S:21][CH2:22][CH2:23][CH2:24][C:25]([OH:27])=[O:26])=[CH:9][S:10][C:6]=2[CH:5]=[CH:4][CH:3]=1.[CH3:28][S:29]([OH:32])(=[O:31])=[O:30]. Product: [CH3:28][S:29]([OH:32])(=[O:31])=[O:30].[CH3:1][C:2]1[C:7]2[C:8]([CH2:11][N:12]3[C:16]4[CH:17]=[CH:18][CH:19]=[CH:20][C:15]=4[N:14]=[C:13]3[S:21][CH2:22][CH2:23][CH2:24][C:25]([OH:27])=[O:26])=[CH:9][S:10][C:6]=2[CH:5]=[CH:4][CH:3]=1. (3) Reactant: C(OC([NH:8][C:9]1[O:17][C:16]2[C:11](=[N:12][CH:13]=[C:14]([CH2:18][N:19]3[CH2:23][CH2:22][C@H:21]([F:24])[CH2:20]3)[CH:15]=2)[C:10]=1[C:25]([NH:27][C:28]1[CH:29]=[N:30][CH:31]=[CH:32][C:33]=1[N:34]1[CH2:39][C@H:38]([C:40]([F:43])([F:42])[F:41])[CH2:37][C@H:36]([NH:44]C(=O)OC(C)(C)C)[CH2:35]1)=[O:26])=O)(C)(C)C.Cl.O1CCOCC1. Product: [NH2:8][C:9]1[O:17][C:16]2[C:11](=[N:12][CH:13]=[C:14]([CH2:18][N:19]3[CH2:23][CH2:22][C@H:21]([F:24])[CH2:20]3)[CH:15]=2)[C:10]=1[C:25]([NH:27][C:28]1[CH:29]=[N:30][CH:31]=[CH:32][C:33]=1[N:34]1[CH2:39][C@H:38]([C:40]([F:42])([F:43])[F:41])[CH2:37][C@H:36]([NH2:44])[CH2:35]1)=[O:26]. The catalyst class is: 5.